From a dataset of Forward reaction prediction with 1.9M reactions from USPTO patents (1976-2016). Predict the product of the given reaction. (1) Given the reactants [CH:1]([Si:4]([CH:22]([CH3:24])[CH3:23])([CH:19]([CH3:21])[CH3:20])[O:5][C:6]1[CH:15]=[C:14]2[C:9]([CH:10]=[CH:11][CH:12]=[C:13]2[CH2:16][CH2:17][OH:18])=[CH:8][CH:7]=1)([CH3:3])[CH3:2].[I:25]([OH:29])(=[O:28])(=[O:27])=[O:26].[O-2:30].[Cr+6:31].[O-2].[O-2].P([O-])([O-])(O)=[O:35].[Na+].[Na+].C1(C)C=CC=CC=1, predict the reaction product. The product is: [I:25]([OH:29])(=[O:28])(=[O:27])=[O:26].[O-2:5].[Cr+6:31].[O-2:35].[O-2:30].[CH:22]([Si:4]([CH:1]([CH3:3])[CH3:2])([CH:19]([CH3:21])[CH3:20])[O:5][C:6]1[CH:15]=[C:14]2[C:9]([CH:10]=[CH:11][CH:12]=[C:13]2[CH2:16][C:17]([OH:26])=[O:18])=[CH:8][CH:7]=1)([CH3:24])[CH3:23]. (2) Given the reactants [CH3:1][N:2]([C@@H:4]1[C:24]([OH:25])=[C:23]([C:26]([NH2:28])=[O:27])[C:21](=[O:22])[C@:20]2([OH:29])[C@H:5]1[C@@H:6]([OH:33])[C@H:7]1[C:18](=[C:19]2[OH:30])[C:16](=[O:17])[C:15]2[C:14]([OH:31])=[CH:13][CH:12]=[C:11]([Cl:32])[C:10]=2[C:8]1=[CH2:9])[CH3:3].C1C(S(O)(=O)=O)=CC(C(O)=O)=C(O)C=1.C[C@]1(O)[C@@H]2C(=C(O)[C@]3(O)C(=O)C(C(N)=O)=C(O)[C@@H](N(C)C)[C@@H]3C2)C(=O)C2C(O)=CC=CC1=2, predict the reaction product. The product is: [CH3:1][N:2]([C@@H:4]1[C:24]([OH:25])=[C:23]([C:26]([NH2:28])=[O:27])[C:21](=[O:22])[C@:20]2([OH:29])[C@H:5]1[C@@H:6]([OH:33])[C@H:7]1[C:18](=[C:19]2[OH:30])[C:16](=[O:17])[C:15]2[C:14]([OH:31])=[CH:13][CH:12]=[C:11]([Cl:32])[C:10]=2[C:8]1=[CH2:9])[CH3:3].